From a dataset of Kir2.1 potassium channel HTS with 301,493 compounds. Binary Classification. Given a drug SMILES string, predict its activity (active/inactive) in a high-throughput screening assay against a specified biological target. The molecule is O=C(N)C1CCN(CC1)c1nc2n(c(=O)c1/C=C(\C(=O)NCc1occc1)C#N)cccc2C. The result is 0 (inactive).